From a dataset of Forward reaction prediction with 1.9M reactions from USPTO patents (1976-2016). Predict the product of the given reaction. (1) Given the reactants [O:1]=[C:2]1[CH:19]=[C:18]([CH:20]2[CH2:25][CH2:24][N:23](C(OC(C)(C)C)=O)[CH2:22][CH2:21]2)[N:5]2[N:6]=[C:7]3[C:12]([C:11]([N:13]4[CH:17]=[N:16][CH:15]=[N:14]4)=[CH:10][CH:9]=[CH:8]3)=[C:4]2[NH:3]1.[ClH:33], predict the reaction product. The product is: [ClH:33].[NH:23]1[CH2:22][CH2:21][CH:20]([C:18]2[N:5]3[N:6]=[C:7]4[C:12]([C:11]([N:13]5[CH:17]=[N:16][CH:15]=[N:14]5)=[CH:10][CH:9]=[CH:8]4)=[C:4]3[NH:3][C:2](=[O:1])[CH:19]=2)[CH2:25][CH2:24]1. (2) Given the reactants Cl.[CH3:2][O:3][C:4]1[CH:5]=[C:6]2[C:11](=[CH:12][CH:13]=1)[N:10]=[CH:9][N:8]=[C:7]2[NH:14][C:15]1[CH:20]=[CH:19][C:18]([O:21][CH:22]2[CH2:27][CH2:26][NH:25][CH2:24][CH2:23]2)=[C:17]([CH3:28])[CH:16]=1.C(N(CC)CC)C.[CH:36]1([N:41]=[C:42]=[O:43])[CH2:40][CH2:39][CH2:38][CH2:37]1, predict the reaction product. The product is: [CH:36]1([NH:41][C:42]([N:25]2[CH2:26][CH2:27][CH:22]([O:21][C:18]3[CH:19]=[CH:20][C:15]([NH:14][C:7]4[C:6]5[C:11](=[CH:12][CH:13]=[C:4]([O:3][CH3:2])[CH:5]=5)[N:10]=[CH:9][N:8]=4)=[CH:16][C:17]=3[CH3:28])[CH2:23][CH2:24]2)=[O:43])[CH2:40][CH2:39][CH2:38][CH2:37]1.